Dataset: Forward reaction prediction with 1.9M reactions from USPTO patents (1976-2016). Task: Predict the product of the given reaction. (1) The product is: [CH2:1]([NH:8][CH:9]1[CH2:15][CH2:14][CH2:13][C:12]2[C:16]([OH:20])=[CH:17][CH:18]=[CH:19][C:11]=2[CH2:10]1)[C:2]1[CH:3]=[CH:4][CH:5]=[CH:6][CH:7]=1. Given the reactants [CH2:1]([NH:8][CH:9]1[CH2:15][CH2:14][CH2:13][C:12]2[C:16]([O:20]C)=[CH:17][CH:18]=[CH:19][C:11]=2[CH2:10]1)[C:2]1[CH:7]=[CH:6][CH:5]=[CH:4][CH:3]=1.B(Br)(Br)Br, predict the reaction product. (2) Given the reactants C(N(CC)CC)C.[CH2:8]([NH:10][C:11]([N:13]1[C:21]2[C:16](=[CH:17][C:18]([O:22][C:23]3[CH:28]=[CH:27][N:26]=[C:25]([NH2:29])[CH:24]=3)=[CH:19][CH:20]=2)[CH:15]=[CH:14]1)=[O:12])[CH3:9].Cl[C:31]([O:33][C:34]1[CH:39]=[CH:38][CH:37]=[CH:36][CH:35]=1)=[O:32], predict the reaction product. The product is: [CH2:8]([NH:10][C:11]([N:13]1[C:21]2[C:16](=[CH:17][C:18]([O:22][C:23]3[CH:28]=[CH:27][N:26]=[C:25]([NH:29][C:31](=[O:32])[O:33][C:34]4[CH:39]=[CH:38][CH:37]=[CH:36][CH:35]=4)[CH:24]=3)=[CH:19][CH:20]=2)[CH:15]=[CH:14]1)=[O:12])[CH3:9]. (3) Given the reactants Cl.[F:2][C:3]([F:17])([F:16])[C:4]1[CH:9]=[CH:8][C:7]([C:10]2[CH2:11][CH2:12][NH:13][CH2:14][CH:15]=2)=[CH:6][CH:5]=1.N1C=CC=CC=1.[Cl:24][C:25](Cl)([O:27]C(=O)OC(Cl)(Cl)Cl)Cl, predict the reaction product. The product is: [F:17][C:3]([F:2])([F:16])[C:4]1[CH:5]=[CH:6][C:7]([C:10]2[CH2:15][CH2:14][N:13]([C:25]([Cl:24])=[O:27])[CH2:12][CH:11]=2)=[CH:8][CH:9]=1. (4) Given the reactants [CH3:1][O:2][C:3]1[CH:4]=[C:5](B(O)O)[CH:6]=[CH:7][CH:8]=1.[CH3:12][O:13][C:14]1[CH:15]=[C:16](I)[CH:17]=[C:18]([O:20][CH3:21])[CH:19]=1.C1(C)C=CC=CC=1P(C1C=CC=CC=1C)C1C=CC=CC=1C.[F-].[Cs+], predict the reaction product. The product is: [CH3:12][O:13][C:14]1[CH:15]=[C:16]([C:7]2[CH:6]=[CH:5][CH:4]=[C:3]([O:2][CH3:1])[CH:8]=2)[CH:17]=[C:18]([O:20][CH3:21])[CH:19]=1. (5) Given the reactants [H-].[Na+].[CH3:3][N:4]1[CH:8]=[CH:7][CH:6]=[C:5]1[CH2:9][C:10]#[N:11].Br[CH2:13][CH2:14][CH2:15][CH2:16][CH2:17]Br.CC(O)C, predict the reaction product. The product is: [CH3:3][N:4]1[CH:8]=[CH:7][CH:6]=[C:5]1[C:9]1([C:10]#[N:11])[CH2:17][CH2:16][CH2:15][CH2:14][CH2:13]1. (6) Given the reactants [CH:1]([C:4]1[CH:9]=[CH:8][CH:7]=[CH:6][C:5]=1[NH:10][C:11]([NH2:13])=[S:12])([CH3:3])[CH3:2].Br[CH:15]([CH2:19][CH3:20])[C:16](O)=[O:17], predict the reaction product. The product is: [CH2:19]([CH:15]1[S:12][C:11]([NH:10][C:5]2[CH:6]=[CH:7][CH:8]=[CH:9][C:4]=2[CH:1]([CH3:3])[CH3:2])=[N:13][C:16]1=[O:17])[CH3:20].